Task: Binary Classification. Given a T-cell receptor sequence (or CDR3 region) and an epitope sequence, predict whether binding occurs between them.. Dataset: TCR-epitope binding with 47,182 pairs between 192 epitopes and 23,139 TCRs (1) Result: 0 (the TCR does not bind to the epitope). The TCR CDR3 sequence is CASSLTFTDTQYF. The epitope is CTELKLSDY. (2) The epitope is SLVKPSFYV. The TCR CDR3 sequence is CASSFPTSRPTDTQYF. Result: 1 (the TCR binds to the epitope). (3) Result: 1 (the TCR binds to the epitope). The TCR CDR3 sequence is CASSRGGGTFSYNEQFF. The epitope is KAYNVTQAF. (4) The epitope is KTSVDCTMYI. The TCR CDR3 sequence is CASSYQLLGGGELFF. Result: 1 (the TCR binds to the epitope). (5) The epitope is QVPLRPMTYK. The TCR CDR3 sequence is CASSVYRGQANEQFF. Result: 1 (the TCR binds to the epitope).